This data is from Full USPTO retrosynthesis dataset with 1.9M reactions from patents (1976-2016). The task is: Predict the reactants needed to synthesize the given product. (1) Given the product [OH:4][C@@H:5]1[CH2:10][CH2:9][CH2:8][C@H:7]([CH2:11][O:12][CH:13]([CH2:24][CH2:25][CH3:27])[C:14]([O:16][C:17]([CH3:18])([CH3:19])[CH3:20])=[O:15])[CH2:6]1, predict the reactants needed to synthesize it. The reactants are: COC[O:4][C@@H:5]1[CH2:10][CH2:9][CH2:8][C@H:7]([CH2:11][O:12][CH2:13][C:14]([O:16][C:17]([CH3:20])([CH3:19])[CH3:18])=[O:15])[CH2:6]1.C(=O)=O.[CH3:24][C:25]([CH3:27])=O.C([N-]C(C)C)(C)C.[Li+].C(I)CC.[Cl-].[NH4+]. (2) The reactants are: [F:1][C:2]([F:19])([F:18])[C:3]([C:9]1[C:17]2[C:12](=[CH:13][CH:14]=[CH:15][CH:16]=2)[NH:11][CH:10]=1)([OH:8])[C:4]([F:7])([F:6])[F:5].[Cl:20][C:21]1[CH:22]=[C:23]([C:29]([F:32])([F:31])[F:30])[CH:24]=[C:25]([Cl:28])[C:26]=1F.C(=O)([O-])[O-].[K+].[K+].O.ClCCl. Given the product [Cl:20][C:21]1[CH:22]=[C:23]([C:29]([F:30])([F:31])[F:32])[CH:24]=[C:25]([Cl:28])[C:26]=1[N:11]1[C:12]2[C:17](=[CH:16][CH:15]=[CH:14][CH:13]=2)[C:9]([C:3]([OH:8])([C:2]([F:1])([F:18])[F:19])[C:4]([F:7])([F:6])[F:5])=[CH:10]1, predict the reactants needed to synthesize it. (3) Given the product [Cl:14][C:12]1[C:11]([C:15]([F:18])([F:17])[F:16])=[CH:10][C:9]2[NH:19][C:20](=[O:35])[CH2:21][C:22]([C:23]3[CH:28]=[CH:27][CH:26]=[C:25]([N:29]4[CH:33]=[CH:32][N:31]=[N:30]4)[CH:24]=3)=[N:7][C:8]=2[CH:13]=1, predict the reactants needed to synthesize it. The reactants are: C(OC(=O)[NH:7][C:8]1[CH:13]=[C:12]([Cl:14])[C:11]([C:15]([F:18])([F:17])[F:16])=[CH:10][C:9]=1[NH:19][C:20](=[O:35])[CH2:21][C:22](=O)[C:23]1[CH:28]=[CH:27][CH:26]=[C:25]([N:29]2[CH:33]=[CH:32][N:31]=[N:30]2)[CH:24]=1)(C)(C)C.C(O)(C(F)(F)F)=O. (4) Given the product [F:21][C:22]1[N:23]=[CH:24][C:25]([C:2]2[CH:7]=[N:6][C:5]([C:8]3[CH:13]=[CH:12][C:11]([O:14][CH2:15][O:16][CH3:17])=[CH:10][CH:9]=3)=[C:4]([N+:18]([O-:20])=[O:19])[CH:3]=2)=[CH:26][CH:27]=1, predict the reactants needed to synthesize it. The reactants are: Br[C:2]1[CH:3]=[C:4]([N+:18]([O-:20])=[O:19])[C:5]([C:8]2[CH:13]=[CH:12][C:11]([O:14][CH2:15][O:16][CH3:17])=[CH:10][CH:9]=2)=[N:6][CH:7]=1.[F:21][C:22]1[CH:27]=[CH:26][C:25](B2OC(C)(C)C(C)(C)O2)=[CH:24][N:23]=1.C([O-])([O-])=O.[Na+].[Na+].O1CCOCC1. (5) The reactants are: [H-].[Na+].[Cl:3][C:4]1[N:5]=[CH:6][CH:7]=[C:8]2[C:12]([CH3:13])=[C:11]([CH3:14])[NH:10][C:9]=12.I[CH2:16][CH:17]([CH3:19])[CH3:18].O. Given the product [Cl:3][C:4]1[N:5]=[CH:6][CH:7]=[C:8]2[C:12]([CH3:13])=[C:11]([CH3:14])[N:10]([CH2:16][CH:17]([CH3:19])[CH3:18])[C:9]=12, predict the reactants needed to synthesize it. (6) Given the product [CH3:1][C@@H:2]1[O:7][C@@H:6]([O:8][C@@H:9]2[C:14]3=[C:15]([OH:32])[C:16]4[C:28](=[O:29])[C:27]5[C:22](=[CH:23][CH:24]=[CH:25][C:26]=5[O:30][CH3:31])[C:20](=[O:21])[C:17]=4[C:18]([OH:19])=[C:13]3[CH2:12][C@@:11]([OH:37])([C:33]([CH2:35][OH:36])=[O:34])[CH2:10]2)[CH2:5][C@H:4]([NH2:38])[C@@H:3]1[OH:39], predict the reactants needed to synthesize it. The reactants are: [CH3:1][C@@H:2]1[O:7][C@@H:6]([O:8][C@@H:9]2[C:14]3=[C:15]([OH:32])[C:16]4[C:28](=[O:29])[C:27]5[C:22](=[CH:23][CH:24]=[CH:25][C:26]=5[O:30][CH3:31])[C:20](=[O:21])[C:17]=4[C:18]([OH:19])=[C:13]3[CH2:12][C@@:11]([OH:37])([C:33]([CH2:35][OH:36])=[O:34])[CH2:10]2)[CH2:5][C@H:4]([NH2:38])[C@@H:3]1[OH:39].Cl.C1C2C(=O)C3C(=CC4C(C=3)=CC=CC=4)C(=O)C=2C=CC=1. (7) Given the product [OH:34][CH:29]1[CH2:30][O:31][CH2:32][CH:33]1[O:1][C:2]1[CH:3]=[C:4]([C:15]([O:17][CH3:18])=[O:16])[CH:5]=[C:6]([C:8]2[CH:9]=[CH:10][C:11]([CH3:14])=[CH:12][CH:13]=2)[CH:7]=1, predict the reactants needed to synthesize it. The reactants are: [OH:1][C:2]1[CH:3]=[C:4]([C:15]([O:17][CH3:18])=[O:16])[CH:5]=[C:6]([C:8]2[CH:13]=[CH:12][C:11]([CH3:14])=[CH:10][CH:9]=2)[CH:7]=1.C(=O)([O-])[O-].[K+].[K+].CS(C)=O.[CH:29]12[O:34][CH:33]1[CH2:32][O:31][CH2:30]2. (8) Given the product [Br:1][C:2]1[S:6][C:5]([NH:7][C:8]2[CH:9]=[CH:10][CH:11]=[C:12]([CH2:14][N:15]3[CH2:16][CH2:17][N:18]([C:21](=[O:28])[C:22]4[CH:23]=[CH:24][CH:25]=[CH:26][CH:27]=4)[CH2:19][CH2:20]3)[N:13]=2)=[N:4][CH:3]=1, predict the reactants needed to synthesize it. The reactants are: [Br:1][C:2]1[S:6][C:5](=[N:7][C:8]2[N:13]=[C:12]([CH2:14][N:15]3[CH2:20][CH2:19][N:18]([C:21](=[O:28])[C:22]4[CH:27]=[CH:26][CH:25]=[CH:24][CH:23]=4)[CH2:17][CH2:16]3)[CH:11]=[CH:10][CH:9]=2)[N:4](COC)[CH:3]=1.Cl.O1CCOCC1.